From a dataset of Forward reaction prediction with 1.9M reactions from USPTO patents (1976-2016). Predict the product of the given reaction. (1) Given the reactants [F:1][C:2]1[CH:11]=[CH:10][CH:9]=[C:8]2[C:3]=1[C:4](=[O:25])[C:5]([C:20]([O:22]CC)=[O:21])=[CH:6][N:7]2[CH2:12][C:13]1[CH:18]=[CH:17][C:16](I)=[CH:15][CH:14]=1.[NH:26]1[CH2:30][CH2:29][CH2:28][C:27]1=[O:31].OC1C=CC=C2C=1N=CC=C2.C(=O)([O-])[O-].[K+].[K+].[OH-].[Na+].Cl, predict the reaction product. The product is: [F:1][C:2]1[CH:11]=[CH:10][CH:9]=[C:8]2[C:3]=1[C:4](=[O:25])[C:5]([C:20]([OH:22])=[O:21])=[CH:6][N:7]2[CH2:12][C:13]1[CH:14]=[CH:15][C:16]([N:26]2[CH2:30][CH2:29][CH2:28][C:27]2=[O:31])=[CH:17][CH:18]=1. (2) Given the reactants C[O-].[Na+].[Cl:4][CH2:5][C:6]1([CH3:24])[O:10][N:9]=[C:8]([S:11][CH2:12][C:13]2[C:14]([C:20]([F:23])([F:22])[F:21])=[N:15][N:16]([CH3:19])[C:17]=2F)[CH2:7]1.O.[C:26](OCC)(=[O:28])C, predict the reaction product. The product is: [Cl:4][CH2:5][C:6]1([CH3:24])[O:10][N:9]=[C:8]([S:11][CH2:12][C:13]2[C:14]([C:20]([F:23])([F:22])[F:21])=[N:15][N:16]([CH3:19])[C:17]=2[O:28][CH3:26])[CH2:7]1.